Dataset: Forward reaction prediction with 1.9M reactions from USPTO patents (1976-2016). Task: Predict the product of the given reaction. (1) The product is: [N:27]1[CH:28]=[CH:29][CH:30]=[N:31][C:26]=1[CH2:11][CH:12]1[CH2:17][CH2:16][CH2:15][N:14]([C:18]([O:20][C:21]([CH3:24])([CH3:23])[CH3:22])=[O:19])[CH2:13]1. Given the reactants BrCCBr.Cl[Si](C)(C)C.I[CH2:11][CH:12]1[CH2:17][CH2:16][CH2:15][N:14]([C:18]([O:20][C:21]([CH3:24])([CH3:23])[CH3:22])=[O:19])[CH2:13]1.Cl[C:26]1[N:31]=[CH:30][CH:29]=[CH:28][N:27]=1.C1(C)C=CC=CC=1P(C1C=CC=CC=1C)C1C=CC=CC=1C, predict the reaction product. (2) Given the reactants [Cl:1][C:2]1[CH:3]=[CH:4][C:5]([N+:9]([O-:11])=[O:10])=[C:6]([CH:8]=1)[NH2:7].[Br:12]N1C(=O)CCC1=O.O, predict the reaction product. The product is: [Br:12][C:3]1[C:2]([Cl:1])=[CH:8][C:6]([NH2:7])=[C:5]([N+:9]([O-:11])=[O:10])[CH:4]=1. (3) Given the reactants Br[C:2]1[N:7]=[C:6]([NH:8][CH2:9][C:10]2([C:16]#[N:17])[CH2:15][CH2:14][O:13][CH2:12][CH2:11]2)[CH:5]=[CH:4][CH:3]=1.[Cl:18][C:19]1[C:20](B(O)O)=[CH:21][C:22]([F:25])=[N:23][CH:24]=1.C(=O)([O-])[O-].[Na+].[Na+], predict the reaction product. The product is: [Cl:18][C:19]1[C:20]([C:2]2[CH:3]=[CH:4][CH:5]=[C:6]([NH:8][CH2:9][C:10]3([C:16]#[N:17])[CH2:15][CH2:14][O:13][CH2:12][CH2:11]3)[N:7]=2)=[CH:21][C:22]([F:25])=[N:23][CH:24]=1. (4) Given the reactants [O:1]=[C:2]1[CH2:7][CH2:6][CH2:5][CH2:4][N:3]1[C@@H:8]1[CH2:13][CH2:12][C@H:11]([C:14]([OH:16])=O)[CH2:10][CH2:9]1.[F:17][C:18]1[CH:19]=[C:20]([C:25]2[CH:26]=[CH:27][C:28]([NH2:31])=[N:29][CH:30]=2)[CH:21]=[C:22]([F:24])[CH:23]=1, predict the reaction product. The product is: [F:24][C:22]1[CH:21]=[C:20]([C:25]2[CH:26]=[CH:27][C:28]([NH:31][C:14]([C@H:11]3[CH2:10][CH2:9][C@@H:8]([N:3]4[CH2:4][CH2:5][CH2:6][CH2:7][C:2]4=[O:1])[CH2:13][CH2:12]3)=[O:16])=[N:29][CH:30]=2)[CH:19]=[C:18]([F:17])[CH:23]=1. (5) Given the reactants [CH2:1]([N:8]1[CH2:13][CH2:12][C:11](=[O:14])[CH2:10][CH2:9]1)[C:2]1[CH:7]=[CH:6][CH:5]=[CH:4][CH:3]=1.C[Si](C)(C)[N-][Si](C)(C)C.[Li+].I[CH2:26][CH3:27], predict the reaction product. The product is: [CH2:1]([N:8]1[CH2:13][CH2:12][C:11](=[O:14])[CH:10]([CH2:26][CH3:27])[CH2:9]1)[C:2]1[CH:3]=[CH:4][CH:5]=[CH:6][CH:7]=1. (6) Given the reactants [O:1]=[C:2]1[C:10]2[CH:9]=[C:8]3C=CC=C[C:7]3=[CH:6][C:5]=2[C:4](=[O:15])[N:3]1[CH:16]([C:21]1[CH:26]=[CH:25][C:24]([O:27][CH3:28])=[C:23]([O:29][CH:30]2[CH2:34][CH2:33][CH2:32][CH2:31]2)[CH:22]=1)[CH2:17][C:18]([NH2:20])=[O:19].O=C1C2C=C3C=CC=CC3=CC=2C(=O)N1C(C1C=CC(OC2CCCC2)=C(OCC)C=1)CC(N)=O.O=C1C2C=C3C=CC=CC3=CC=2C(=O)N1C(C1C=CC(OC2CCCCC2)=C(OCC)C=1)CC(N)=O.O=C1C2C=C3C=CC=CC3=CC=2C(=O)N1C(C1C=CC(OC2CCCCC2)=C(OC)C=1)CC(N)=O.C(N)(=O)CC.O=C1C2C=C3C=CC=CC3=CC=2C(=O)N1C(C1C=CC(OCC)=C(OC2CCCC2)C=1)CC(N)=O.C1(OC2C=C(CCC(N)=O)C=CC=2OCC)CCCC1, predict the reaction product. The product is: [C:2]1(=[O:1])[N:3]([CH:16]([C:21]2[CH:26]=[CH:25][C:24]([O:27][CH3:28])=[C:23]([O:29][CH:30]3[CH2:34][CH2:33][CH2:32][CH2:31]3)[CH:22]=2)[CH2:17][C:18]([NH2:20])=[O:19])[C:4](=[O:15])[C:5]2=[CH:6][CH:7]=[CH:8][CH:9]=[C:10]12. (7) Given the reactants [CH3:1][O:2][C:3]1[CH:17]=[C:16]([O:18][CH3:19])[CH:15]=[CH:14][C:4]=1[C:5]([C:7]1[CH:12]=[CH:11][C:10]([OH:13])=[CH:9][CH:8]=1)=[O:6].[CH:20]([O:22][CH2:23][CH2:24]Cl)=[CH2:21].C(=O)([O-])[O-].[K+].[K+].O, predict the reaction product. The product is: [CH3:1][O:2][C:3]1[CH:17]=[C:16]([O:18][CH3:19])[CH:15]=[CH:14][C:4]=1[C:5]([C:7]1[CH:8]=[CH:9][C:10]([O:13][CH2:24][CH2:23][O:22][CH:20]=[CH2:21])=[CH:11][CH:12]=1)=[O:6].